Predict the reactants needed to synthesize the given product. From a dataset of Full USPTO retrosynthesis dataset with 1.9M reactions from patents (1976-2016). (1) Given the product [CH3:1][N:2]([CH2:4][CH2:5][CH:6]([C:14]1[CH:15]=[CH:16][CH:17]=[CH:18][N:19]=1)[C:7]1[CH:12]=[CH:11][C:10]([Cl:13])=[CH:9][CH:8]=1)[CH3:3], predict the reactants needed to synthesize it. The reactants are: [CH3:1][N:2]([CH2:4][CH2:5][CH:6]([C:14]1[CH:15]=[CH:16][CH:17]=[CH:18][N:19]=1)[C:7]1[CH:8]=[CH:9][C:10]([Cl:13])=[CH:11][CH:12]=1)[CH3:3].C(/C(O)=O)=C/C(O)=O. (2) Given the product [CH3:1][O:2][C:3]([C:5]1[C:6]([C:12]2[CH:17]=[CH:16][C:15]([C@H:18]([NH:20][C:21]([C:23]3([NH:27][C:32](=[O:33])[CH2:31][C:30]([F:36])([F:35])[F:29])[CH2:24][O:25][CH2:26]3)=[O:22])[CH3:19])=[C:14]([F:28])[CH:13]=2)=[CH:7][CH:8]=[CH:9][C:10]=1[Cl:11])=[O:4], predict the reactants needed to synthesize it. The reactants are: [CH3:1][O:2][C:3]([C:5]1[C:6]([C:12]2[CH:17]=[CH:16][C:15]([C@H:18]([NH:20][C:21]([C:23]3([NH2:27])[CH2:26][O:25][CH2:24]3)=[O:22])[CH3:19])=[C:14]([F:28])[CH:13]=2)=[CH:7][CH:8]=[CH:9][C:10]=1[Cl:11])=[O:4].[F:29][C:30]([F:36])([F:35])[CH2:31][C:32](O)=[O:33]. (3) Given the product [CH3:60][O:61][C:62](=[O:113])[NH:63][C@H:64]([C:68]([N:70]1[CH2:74][CH2:73][CH2:72][C@H:71]1[C:75]1[NH:76][CH:77]=[C:78]([C:80]2[CH:85]=[CH:84][C:83]([C:86]3[CH:91]=[C:90]([F:92])[C:89]([NH:93][C:94]([C:21]4[CH:22]=[N:23][C:18]([N:17]5[CH2:33][CH2:34][N:36]([C:5]([C@H:3]6[CH2:4][C:2]6([CH3:8])[CH3:1])=[O:6])[CH2:38][C@H:40]5[CH3:42])=[CH:19][CH:20]=4)=[O:95])=[CH:88][C:87]=3[C:109]([F:111])([F:112])[F:110])=[CH:82][CH:81]=2)[N:79]=1)=[O:69])[CH:65]([CH3:66])[CH3:67], predict the reactants needed to synthesize it. The reactants are: [CH3:1][C:2]1([CH3:8])[CH2:4][C@@H:3]1[C:5](O)=[O:6].CN(C(O[N:17]1N=N[C:19]2[CH:20]=[CH:21][CH:22]=[N:23][C:18]1=2)=[N+](C)C)C.F[P-](F)(F)(F)(F)F.[CH3:33][C:34]([N:36]([CH3:38])C)=O.O[C:40]([C:42](F)(F)F)=O.OC(C(F)(F)F)=O.OC(C(F)(F)F)=O.[CH3:60][O:61][C:62](=[O:113])[NH:63][C@H:64]([C:68]([N:70]1[CH2:74][CH2:73][CH2:72][C@H:71]1[C:75]1[NH:76][CH:77]=[C:78]([C:80]2[CH:85]=[CH:84][C:83]([C:86]3[CH:91]=[C:90]([F:92])[C:89]([NH:93][C:94](C4C=NC(N5CCNC[C@H]5C)=CC=4)=[O:95])=[CH:88][C:87]=3[C:109]([F:112])([F:111])[F:110])=[CH:82][CH:81]=2)[N:79]=1)=[O:69])[CH:65]([CH3:67])[CH3:66].C(N(CC)C(C)C)(C)C. (4) The reactants are: [NH2:1][CH:2]1[CH2:7][CH2:6][N:5]([CH2:8][CH2:9][N:10]2[C:19]3[C:14](=[CH:15][CH:16]=[C:17]([F:20])[CH:18]=3)[CH:13]=[CH:12][C:11]2=[O:21])[CH2:4][CH2:3]1.[O:22]1[C:31]2[CH:30]=[C:29]([CH:32]=O)[N:28]=[CH:27][C:26]=2[O:25][CH2:24][CH2:23]1.C(O[BH-](OC(=O)C)OC(=O)C)(=O)C.[Na+].Cl. Given the product [O:22]1[C:31]2[CH:30]=[C:29]([CH2:32][NH:1][CH:2]3[CH2:7][CH2:6][N:5]([CH2:8][CH2:9][N:10]4[C:19]5[C:14](=[CH:15][CH:16]=[C:17]([F:20])[CH:18]=5)[CH:13]=[CH:12][C:11]4=[O:21])[CH2:4][CH2:3]3)[N:28]=[CH:27][C:26]=2[O:25][CH2:24][CH2:23]1, predict the reactants needed to synthesize it. (5) Given the product [C:1]([C:5]1[CH:13]=[CH:12][CH:11]=[CH:10][C:6]=1[C:7]([NH:16][CH2:14][CH3:15])=[O:8])([CH3:4])([CH3:3])[CH3:2], predict the reactants needed to synthesize it. The reactants are: [C:1]([C:5]1[CH:13]=[CH:12][CH:11]=[CH:10][C:6]=1[C:7](Cl)=[O:8])([CH3:4])([CH3:3])[CH3:2].[CH2:14]([NH2:16])[CH3:15]. (6) Given the product [C:18]1([CH:17]([C:24]2[CH:25]=[CH:26][CH:27]=[CH:28][CH:29]=2)[C:16]([NH:30][C:31](=[O:48])[C@H:32]([CH2:44][CH:45]([CH3:46])[CH3:47])[NH:33][C:34]([O:36][CH2:37][C:38]2[CH:43]=[CH:42][CH:41]=[CH:40][CH:39]=2)=[O:35])=[CH:15][CH2:14][S:11]([CH2:10][CH:9]=[C:8]([NH:49][C:50](=[O:67])[C@H:51]([CH2:63][CH:64]([CH3:66])[CH3:65])[NH:52][C:53]([O:55][CH2:56][C:57]2[CH:58]=[CH:59][CH:60]=[CH:61][CH:62]=2)=[O:54])[CH:7]([C:1]2[CH:6]=[CH:5][CH:4]=[CH:3][CH:2]=2)[C:68]2[CH:69]=[CH:70][CH:71]=[CH:72][CH:73]=2)(=[O:12])=[O:13])[CH:23]=[CH:22][CH:21]=[CH:20][CH:19]=1, predict the reactants needed to synthesize it. The reactants are: [C:1]1([CH:7]([C:68]2[CH:73]=[CH:72][CH:71]=[CH:70][CH:69]=2)[C@@H:8]([NH:49][C:50](=[O:67])[C@H:51]([CH2:63][CH:64]([CH3:66])[CH3:65])[NH:52][C:53]([O:55][CH2:56][C:57]2[CH:62]=[CH:61][CH:60]=[CH:59][CH:58]=2)=[O:54])[CH:9]=[CH:10][S:11]([CH:14]=[CH:15][C@H:16]([NH:30][C:31](=[O:48])[C@H:32]([CH2:44][CH:45]([CH3:47])[CH3:46])[NH:33][C:34]([O:36][CH2:37][C:38]2[CH:43]=[CH:42][CH:41]=[CH:40][CH:39]=2)=[O:35])[CH:17]([C:24]2[CH:29]=[CH:28][CH:27]=[CH:26][CH:25]=2)[C:18]2[CH:23]=[CH:22][CH:21]=[CH:20][CH:19]=2)(=[O:13])=[O:12])[CH:6]=[CH:5][CH:4]=[CH:3][CH:2]=1.C([Li])CCC.C(OO)(C)(C)C.C1(C(C2C=CC=CC=2)[C@H](NC(=O)[C@H](CC(C)C)NC(OCC2C=CC=CC=2)=O)C=CS(C=C[C@@H](NC(=O)[C@H](CC(C)C)NC(OCC2C=CC=CC=2)=O)C(C2C=CC=CC=2)C2C=CC=CC=2)(=O)=O)C=CC=CC=1. (7) The reactants are: P(CCCC)(CCCC)CCCC.C1CCN(C(N=NC(N2CCCCC2)=O)=O)CC1.[OH:32][C:33]1[CH:38]=[CH:37][C:36]([C:39]2[CH:46]=[CH:45][C:42]([C:43]#[N:44])=[CH:41][N:40]=2)=[CH:35][CH:34]=1.[F:47][C:48]1([F:64])[CH2:53][CH2:52][CH:51]([NH:54][C:55](=[O:61])[O:56][C:57]([CH3:60])([CH3:59])[CH3:58])[CH:50]([CH2:62]O)[CH2:49]1.[OH-].[Na+]. Given the product [C:43]([C:42]1[CH:45]=[CH:46][C:39]([C:36]2[CH:35]=[CH:34][C:33]([O:32][CH2:62][CH:50]3[CH2:49][C:48]([F:64])([F:47])[CH2:53][CH2:52][CH:51]3[NH:54][C:55](=[O:61])[O:56][C:57]([CH3:60])([CH3:59])[CH3:58])=[CH:38][CH:37]=2)=[N:40][CH:41]=1)#[N:44], predict the reactants needed to synthesize it. (8) The reactants are: [CH:1]1([C:4](=[O:24])[CH2:5][C:6]([C:8]2[CH:13]=[CH:12][C:11]([C:14]([F:17])([F:16])[F:15])=[C:10]([NH:18][CH3:19])[C:9]=2[S:20]([CH3:23])(=[O:22])=[O:21])=[O:7])[CH2:3][CH2:2]1.CO[CH:27](OC)[N:28]([CH3:30])[CH3:29]. Given the product [CH:1]1([C:4](=[O:24])[C:5](=[CH:27][N:28]([CH3:30])[CH3:29])[C:6]([C:8]2[CH:13]=[CH:12][C:11]([C:14]([F:15])([F:17])[F:16])=[C:10]([NH:18][CH3:19])[C:9]=2[S:20]([CH3:23])(=[O:21])=[O:22])=[O:7])[CH2:3][CH2:2]1, predict the reactants needed to synthesize it.